This data is from Forward reaction prediction with 1.9M reactions from USPTO patents (1976-2016). The task is: Predict the product of the given reaction. (1) Given the reactants [CH2:1]([S:8][C:9]1[N:13]([CH3:14])[N:12]=[CH:11][C:10]=1[C:15]([OH:17])=O)[C:2]1[CH:7]=[CH:6][CH:5]=[CH:4][CH:3]=1.S(Cl)(Cl)=O.Cl.[OH:23][NH2:24].[OH-].[K+].Cl, predict the reaction product. The product is: [CH2:1]([S:8][C:9]1[N:13]([CH3:14])[N:12]=[CH:11][C:10]=1[C:15]([NH:24][OH:23])=[O:17])[C:2]1[CH:7]=[CH:6][CH:5]=[CH:4][CH:3]=1. (2) Given the reactants [OH:1][N:2]1[C:7]([CH3:9])([CH3:8])[CH2:6][CH:5]([CH2:10][CH2:11][CH2:12][CH2:13][NH:14][C:15]2[N:20]=[C:19]([NH:21][CH2:22][CH2:23][CH2:24][CH2:25][CH:26]3[CH2:31][C:30]([CH3:33])([CH3:32])[N:29]([OH:34])[C:28]([CH3:36])([CH3:35])[CH2:27]3)[N:18]=[C:17]([NH:37][CH2:38][CH2:39][CH2:40][CH2:41][CH:42]3[CH2:47][C:46]([CH3:49])([CH3:48])[N:45]([OH:50])[C:44]([CH3:52])([CH3:51])[CH2:43]3)[N:16]=2)[CH2:4][C:3]1([CH3:54])[CH3:53].[CH2:55]1[CH2:60][CH2:59][CH2:58][CH2:57][CH2:56]1, predict the reaction product. The product is: [CH:55]1([O:50][N:45]2[C:44]([CH3:52])([CH3:51])[CH2:43][CH:42]([CH2:41][CH2:40][CH2:39][CH2:38][NH:37][C:17]3[N:16]=[C:15]([NH:14][CH2:13][CH2:12][CH2:11][CH2:10][CH:5]4[CH2:4][C:3]([CH3:54])([CH3:53])[N:2]([O:1][CH:55]5[CH2:60][CH2:59][CH2:58][CH2:57][CH2:56]5)[C:7]([CH3:9])([CH3:8])[CH2:6]4)[N:20]=[C:19]([NH:21][CH2:22][CH2:23][CH2:24][CH2:25][CH:26]4[CH2:31][C:30]([CH3:32])([CH3:33])[N:29]([O:34][CH:55]5[CH2:60][CH2:59][CH2:58][CH2:57][CH2:56]5)[C:28]([CH3:36])([CH3:35])[CH2:27]4)[N:18]=3)[CH2:47][C:46]2([CH3:49])[CH3:48])[CH2:60][CH2:59][CH2:58][CH2:57][CH2:56]1. (3) Given the reactants [C:1]1([CH:7]2[CH2:12][CH2:11][NH:10][CH2:9][CH2:8]2)[CH:6]=[CH:5][CH:4]=[CH:3][CH:2]=1.C=O.[BH3-][C:16]#N.[Na+].CC(O)=O, predict the reaction product. The product is: [CH3:16][N:10]1[CH2:9][CH2:8][CH:7]([C:1]2[CH:6]=[CH:5][CH:4]=[CH:3][CH:2]=2)[CH2:12][CH2:11]1.